Task: Predict which catalyst facilitates the given reaction.. Dataset: Catalyst prediction with 721,799 reactions and 888 catalyst types from USPTO (1) Reactant: [Cl:1][C:2]1[CH:7]=[CH:6][C:5]([NH:8][CH2:9][CH2:10][CH2:11][NH2:12])=[CH:4][CH:3]=1.[F:13][C:14]([F:29])([F:28])[C:15]1[CH:16]=[C:17]([CH:21]=[C:22]([C:24]([F:27])([F:26])[F:25])[CH:23]=1)[C:18](O)=[O:19].O.ON1C2C=CC=CC=2N=N1.Cl.CN(C)CCCN=C=NCC.C(N(CC)C(C)C)(C)C. Product: [Cl:1][C:2]1[CH:3]=[CH:4][C:5]([NH:8][CH2:9][CH2:10][CH2:11][NH:12][C:18](=[O:19])[C:17]2[CH:21]=[C:22]([C:24]([F:25])([F:26])[F:27])[CH:23]=[C:15]([C:14]([F:13])([F:28])[F:29])[CH:16]=2)=[CH:6][CH:7]=1. The catalyst class is: 56. (2) Reactant: [CH:1]1([CH2:7][NH:8][C:9]([C:11]2([CH2:17][C:18]3[CH:23]=[CH:22][C:21]([C:24]4[CH:29]=[CH:28][CH:27]=[CH:26][CH:25]=4)=[CH:20][CH:19]=3)[CH2:16][CH2:15][NH:14][CH2:13][CH2:12]2)=[O:10])[CH2:6][CH2:5][CH2:4][CH2:3][CH2:2]1.C(OC([NH:37][C@@H:38]([CH2:42][C:43]1[S:44][CH:45]=[CH:46][CH:47]=1)[C:39](O)=[O:40])=O)(C)(C)C.C(N(C(C)C)CC)(C)C.CN(C(ON1N=NC2C=CC=CC1=2)=[N+](C)C)C.F[P-](F)(F)(F)(F)F. Product: [CH:1]1([CH2:7][NH:8][C:9]([C:11]2([CH2:17][C:18]3[CH:19]=[CH:20][C:21]([C:24]4[CH:25]=[CH:26][CH:27]=[CH:28][CH:29]=4)=[CH:22][CH:23]=3)[CH2:16][CH2:15][N:14]([C:39](=[O:40])[C@@H:38]([NH2:37])[CH2:42][C:43]3[S:44][CH:45]=[CH:46][CH:47]=3)[CH2:13][CH2:12]2)=[O:10])[CH2:6][CH2:5][CH2:4][CH2:3][CH2:2]1. The catalyst class is: 3.